From a dataset of Full USPTO retrosynthesis dataset with 1.9M reactions from patents (1976-2016). Predict the reactants needed to synthesize the given product. (1) Given the product [CH3:16][NH:15][C:12]1[N:13]=[CH:14][C:9]([OH:8])=[CH:10][N:11]=1, predict the reactants needed to synthesize it. The reactants are: C([O:8][C:9]1[CH:10]=[N:11][C:12]([NH:15][CH3:16])=[N:13][CH:14]=1)C1C=CC=CC=1. (2) Given the product [F:14][C:15]1[CH:16]=[C:17]2[C:21](=[CH:22][CH:23]=1)[NH:20][C:19](=[O:24])/[C:18]/2=[CH:1]\[C:3]1[Se:7][C:6]([CH2:8][O:9][CH2:10][C:11]([OH:13])=[O:12])=[CH:5][CH:4]=1, predict the reactants needed to synthesize it. The reactants are: [CH:1]([C:3]1[Se:7][C:6]([CH2:8][O:9][CH2:10][C:11]([OH:13])=[O:12])=[CH:5][CH:4]=1)=O.[F:14][C:15]1[CH:16]=[C:17]2[C:21](=[CH:22][CH:23]=1)[NH:20][C:19](=[O:24])[CH2:18]2.[Se]1C=CC=C1C=O. (3) Given the product [ClH:1].[NH2:14][C:15]1[C:20]([C:21]2([OH:33])[CH2:26][CH2:25][CH:24]([C:27]3[CH:28]=[CH:29][CH:30]=[CH:31][CH:32]=3)[CH2:23][CH2:22]2)=[CH:19][CH:18]=[CH:17][N:16]=1, predict the reactants needed to synthesize it. The reactants are: [ClH:1].CCOC(C)=O.C(OC(=O)[NH:14][C:15]1[C:20]([C:21]2([OH:33])[CH2:26][CH2:25][CH:24]([C:27]3[CH:32]=[CH:31][CH:30]=[CH:29][CH:28]=3)[CH2:23][CH2:22]2)=[CH:19][CH:18]=[CH:17][N:16]=1)(C)(C)C. (4) Given the product [C:44]([O:43][C:41]([N:12]([CH2:11][CH2:10][C:9]([OH:48])=[O:8])[CH2:13][C:14]([N:16]1[C:24]2[C:19](=[CH:20][C:21]([O:25][CH2:26][C:27]3[CH:32]=[CH:31][C:30]([CH:33]([CH3:35])[CH3:34])=[C:29]([O:36][C:37]([F:40])([F:38])[F:39])[CH:28]=3)=[CH:22][CH:23]=2)[CH2:18][CH2:17]1)=[O:15])=[O:42])([CH3:45])([CH3:47])[CH3:46], predict the reactants needed to synthesize it. The reactants are: C1COCC1.C([O:8][C:9](=[O:48])[CH2:10][CH2:11][N:12]([C:41]([O:43][C:44]([CH3:47])([CH3:46])[CH3:45])=[O:42])[CH2:13][C:14]([N:16]1[C:24]2[C:19](=[CH:20][C:21]([O:25][CH2:26][C:27]3[CH:32]=[CH:31][C:30]([CH:33]([CH3:35])[CH3:34])=[C:29]([O:36][C:37]([F:40])([F:39])[F:38])[CH:28]=3)=[CH:22][CH:23]=2)[CH2:18][CH2:17]1)=[O:15])C.[OH-].[Na+].Cl. (5) Given the product [Cl:12][C:5]1[N:4]=[N:3][C:2]([Cl:1])=[C:7]([C:8]([F:9])([F:10])[F:11])[C:6]=1[CH3:13], predict the reactants needed to synthesize it. The reactants are: [Cl:1][C:2]1[N:3]=[N:4][C:5]([Cl:12])=[CH:6][C:7]=1[C:8]([F:11])([F:10])[F:9].[C:13](O)(=O)C.OS(O)(=O)=O.S(OOS([O-])(=O)=O)([O-])(=O)=O.[NH4+].[NH4+].[OH-].[NH4+]. (6) Given the product [CH:7]([N:8]1[CH2:19][C:17]([CH3:20])([OH:18])[CH2:16]1)([C:1]1[CH:2]=[CH:3][CH:4]=[CH:5][CH:6]=1)[C:9]1[CH:10]=[CH:11][CH:12]=[CH:13][CH:14]=1, predict the reactants needed to synthesize it. The reactants are: [C:1]1([CH:7]([C:9]2[CH:14]=[CH:13][CH:12]=[CH:11][CH:10]=2)[NH2:8])[CH:6]=[CH:5][CH:4]=[CH:3][CH:2]=1.Cl[CH2:16][C:17]1([CH3:20])[CH2:19][O:18]1.